Dataset: Forward reaction prediction with 1.9M reactions from USPTO patents (1976-2016). Task: Predict the product of the given reaction. (1) Given the reactants [CH3:1][O:2][C:3](=[O:10])[C@@H:4]1[CH:8](O)[CH2:7][CH2:6][NH:5]1.CC(OC(/N=N/C(OC(C)C)=O)=O)C.C1(P(C2C=CC=CC=2)C2C=CC=CC=2)C=CC=CC=1.C1(P([N:58]=[N+:59]=[N-:60])(C2C=CC=CC=2)=O)C=CC=CC=1, predict the reaction product. The product is: [CH3:1][O:2][C:3](=[O:10])[C@@H:4]1[CH:8]([N:58]=[N+:59]=[N-:60])[CH2:7][CH2:6][NH:5]1. (2) Given the reactants [N:1]1([C:7]([N:9]2[CH2:14][CH:13]([C:15]3[CH:20]=[CH:19][C:18]([C:21]([F:24])([F:23])[F:22])=[CH:17][CH:16]=3)[CH2:12][CH:11]([C:25]([OH:27])=O)[CH2:10]2)=[O:8])[CH2:6][CH2:5][O:4][CH2:3][CH2:2]1.O[NH:29][C:30]([C:32]1[CH:33]=[N:34][CH:35]=[CH:36][CH:37]=1)=[NH:31], predict the reaction product. The product is: [N:34]1[CH:35]=[CH:36][CH:37]=[C:32]([C:30]2[N:31]=[C:25]([CH:11]3[CH2:12][CH:13]([C:15]4[CH:20]=[CH:19][C:18]([C:21]([F:22])([F:23])[F:24])=[CH:17][CH:16]=4)[CH2:14][N:9]([C:7]([N:1]4[CH2:6][CH2:5][O:4][CH2:3][CH2:2]4)=[O:8])[CH2:10]3)[O:27][N:29]=2)[CH:33]=1. (3) Given the reactants [O:1]([C:8]1[CH:13]=[CH:12][C:11]([OH:14])=[CH:10][CH:9]=1)[C:2]1[CH:7]=[CH:6][CH:5]=[CH:4][CH:3]=1.[O-]S(C(F)(F)[F:20])(=O)=O.ClC1C=[N+](F)C=C(Cl)C=1, predict the reaction product. The product is: [F:20][C:10]1[CH:9]=[C:8]([O:1][C:2]2[CH:7]=[CH:6][CH:5]=[CH:4][CH:3]=2)[CH:13]=[CH:12][C:11]=1[OH:14]. (4) Given the reactants [CH2:1]([O:3][C:4]([C:6]1[C:7]([OH:24])=[C:8]2[C:15]([Cl:16])=[C:14]([Cl:17])[N:13]([C:18]3[CH:23]=[CH:22][CH:21]=[CH:20][CH:19]=3)[C:9]2=[C:10](Cl)[N:11]=1)=[O:5])[CH3:2].[CH3:25][N:26](C)C(=O)C, predict the reaction product. The product is: [CH2:1]([O:3][C:4]([C:6]1[C:7]([OH:24])=[C:8]2[C:15]([Cl:16])=[C:14]([Cl:17])[N:13]([C:18]3[CH:23]=[CH:22][CH:21]=[CH:20][CH:19]=3)[C:9]2=[C:10]([C:25]#[N:26])[N:11]=1)=[O:5])[CH3:2]. (5) The product is: [Br:1][C:2]1[C:3]([CH2:20][OH:21])=[C:4]2[N:10]=[CH:9][N:8]([CH2:11][C:12]3[CH:13]=[CH:14][C:15]([O:18][CH3:19])=[CH:16][CH:17]=3)[C:5]2=[N:6][CH:7]=1. Given the reactants [Br:1][C:2]1[C:3]([C:20](OC)=[O:21])=[C:4]2[N:10]=[CH:9][N:8]([CH2:11][C:12]3[CH:17]=[CH:16][C:15]([O:18][CH3:19])=[CH:14][CH:13]=3)[C:5]2=[N:6][CH:7]=1.[BH4-].[Na+], predict the reaction product.